Predict the reactants needed to synthesize the given product. From a dataset of Full USPTO retrosynthesis dataset with 1.9M reactions from patents (1976-2016). Given the product [Br:1][C:2]1[CH:3]=[CH:4][C:5]2[N:6]([C:8]([C:11](=[NH:12])[NH:14][OH:15])=[CH:9][N:10]=2)[CH:7]=1, predict the reactants needed to synthesize it. The reactants are: [Br:1][C:2]1[CH:3]=[CH:4][C:5]2[N:6]([C:8]([C:11]#[N:12])=[CH:9][N:10]=2)[CH:7]=1.Cl.[NH2:14][OH:15].C(N(CC)CC)C.